This data is from Forward reaction prediction with 1.9M reactions from USPTO patents (1976-2016). The task is: Predict the product of the given reaction. (1) Given the reactants [CH2:1]([O:3][C:4]([C:6]1[CH:11]=[C:10]([CH2:12]Br)[CH:9]=[C:8]([C:14]([O:16][CH2:17][CH3:18])=[O:15])[CH:7]=1)=[O:5])[CH3:2].[F-].[CH2:20]([N+:24](CCCC)(CCCC)CCCC)CCC, predict the reaction product. The product is: [C:20]([CH2:12][C:10]1[CH:9]=[C:8]([C:14]([O:16][CH2:17][CH3:18])=[O:15])[CH:7]=[C:6]([C:4]([O:3][CH2:1][CH3:2])=[O:5])[CH:11]=1)#[N:24]. (2) The product is: [C:18]([O:22][C:23](=[O:32])[NH:24][CH:25]1[CH2:26][CH2:27][CH:28]([NH:31][C:4]([C:3]2[C:2]([Cl:1])=[N:10][CH:9]=[C:8]([F:11])[CH:7]=2)=[O:6])[CH2:29][CH2:30]1)([CH3:21])([CH3:19])[CH3:20]. Given the reactants [Cl:1][C:2]1[N:10]=[CH:9][C:8]([F:11])=[CH:7][C:3]=1[C:4]([OH:6])=O.C(Cl)(=O)C(Cl)=O.[C:18]([O:22][C:23](=[O:32])[NH:24][CH:25]1[CH2:30][CH2:29][CH:28]([NH2:31])[CH2:27][CH2:26]1)([CH3:21])([CH3:20])[CH3:19], predict the reaction product. (3) Given the reactants [N:1]1([C:15]([O:17][C:18]([CH3:21])([CH3:20])[CH3:19])=[O:16])[CH2:6][C@H:5]([C:7]([O:9]C)=[O:8])[CH2:4][C@@H:3]([C:11]([O:13][CH3:14])=[O:12])[CH2:2]1.O.[OH-].[Li+], predict the reaction product. The product is: [C:18]([O:17][C:15]([N:1]1[CH2:2][C@H:3]([C:11]([O:13][CH3:14])=[O:12])[CH2:4][C@@H:5]([C:7]([OH:9])=[O:8])[CH2:6]1)=[O:16])([CH3:21])([CH3:19])[CH3:20]. (4) Given the reactants [CH3:1][CH:2]([CH2:4][C@H:5]([NH:20][C:21]([C@@H:23]([NH:28][CH:29]=[O:30])[CH2:24][CH2:25][S:26][CH3:27])=[O:22])[C:6]([NH:8][C@H:9]([C:17]([OH:19])=[O:18])[CH2:10][C:11]1[CH:16]=[CH:15][CH:14]=[CH:13][CH:12]=1)=[O:7])[CH3:3].[NH2:31][CH2:32][CH2:33][C:34]([O:36]C)=[O:35].O.[OH-].[Li+], predict the reaction product. The product is: [CH3:3][CH:2]([CH2:4][C@H:5]([NH:20][C:21]([C@@H:23]([NH:28][CH:29]=[O:30])[CH2:24][CH2:25][S:26][CH3:27])=[O:22])[C:6]([NH:8][C@H:9]([C:17]([OH:19])=[O:18])[CH2:10][C:11]1[CH:12]=[CH:13][CH:14]=[CH:15][CH:16]=1)=[O:7])[CH3:1].[NH2:31][CH2:32][CH2:33][C:34]([OH:36])=[O:35]. (5) Given the reactants Br[C:2]1[CH:7]=[CH:6][CH:5]=[CH:4][C:3]=1[N+:8]([O-:10])=[O:9].C([Sn](CCCC)(CCCC)C1C=CC=CC=1[N+]([O-])=O)CCC.FC(F)(F)S(O[C:39]1[CH2:48][CH2:47][C:46]2[C:41](=[CH:42][CH:43]=[C:44]([O:49][CH3:50])[CH:45]=2)[CH:40]=1)(=O)=O, predict the reaction product. The product is: [CH3:50][O:49][C:44]1[CH:45]=[C:46]2[C:41]([CH:40]=[C:39]([C:2]3[CH:7]=[CH:6][CH:5]=[CH:4][C:3]=3[N+:8]([O-:10])=[O:9])[CH2:48][CH2:47]2)=[CH:42][CH:43]=1. (6) Given the reactants [F:1][C:2]1[CH:10]=[C:9]2[C:5]([C:6]([CH:11]3[C:16](=[O:17])[CH2:15][C:14]([CH3:19])([CH3:18])[CH2:13][C:12]3=O)=[CH:7][NH:8]2)=[CH:4][CH:3]=1.NC1C=C([F:31])C(F)=CC=1C(O)=O.C(O)(=O)[C:34]1[C:35](=CC=CC=1)[NH2:36], predict the reaction product. The product is: [F:1][C:2]1[C:3]([F:31])=[CH:4][C:5]2[C:6]3[C:11]4[C:16](=[O:17])[CH2:15][C:14]([CH3:18])([CH3:19])[CH2:13][C:12]=4[N:36]=[C:35]([CH3:34])[C:7]=3[NH:8][C:9]=2[CH:10]=1. (7) Given the reactants [CH:1]1[C:11]2[CH2:10][CH2:9][C:8]3[CH:12]=[CH:13][CH:14]=[CH:15][C:7]=3[C:6](=[C:16]3[CH2:21][CH2:20][CH:19]([NH2:22])[CH2:18][CH2:17]3)[C:5]=2[CH:4]=[CH:3][CH:2]=1.C(N(CC)CC)C.[Cl:30][C:31]1[CH:36]=[CH:35][C:34]([S:37](Cl)(=[O:39])=[O:38])=[CH:33][CH:32]=1, predict the reaction product. The product is: [CH:12]1[C:8]2[CH2:9][CH2:10][C:11]3[CH:1]=[CH:2][CH:3]=[CH:4][C:5]=3[C:6](=[C:16]3[CH2:17][CH2:18][CH:19]([NH:22][S:37]([C:34]4[CH:35]=[CH:36][C:31]([Cl:30])=[CH:32][CH:33]=4)(=[O:39])=[O:38])[CH2:20][CH2:21]3)[C:7]=2[CH:15]=[CH:14][CH:13]=1. (8) Given the reactants [F:1][C:2]1[CH:3]=[C:4]2[C:8](=[CH:9][CH:10]=1)[NH:7][C:6](=[O:11])[C:5]2=[C:12]1[C:20]2[C:15](=[N:16][C:17]([CH:21]=[CH2:22])=[CH:18][CH:19]=2)[CH2:14][O:13]1.[OH:23][CH:24]1[CH2:29][CH2:28][NH:27][CH2:26][CH2:25]1, predict the reaction product. The product is: [F:1][C:2]1[CH:3]=[C:4]2[C:8](=[CH:9][CH:10]=1)[NH:7][C:6](=[O:11])[C:5]2=[C:12]1[C:20]2[C:15](=[N:16][C:17]([CH2:21][CH2:22][N:27]3[CH2:28][CH2:29][CH:24]([OH:23])[CH2:25][CH2:26]3)=[CH:18][CH:19]=2)[CH2:14][O:13]1. (9) Given the reactants [Cl:1][C:2]1[N:7]=[C:6]([CH3:8])[C:5]2[C:9](=[O:31])[NH:10][N:11]([C:12]([C:25]3[CH:30]=[CH:29][CH:28]=[CH:27][CH:26]=3)([C:19]3[CH:24]=[CH:23][CH:22]=[CH:21][CH:20]=3)[C:13]3[CH:18]=[CH:17][CH:16]=[CH:15][CH:14]=3)[C:4]=2[CH:3]=1.C(=O)([O-])[O-].[K+].[K+].[CH2:38](Br)[C:39]1[CH:44]=[CH:43][CH:42]=[CH:41][CH:40]=1, predict the reaction product. The product is: [CH2:38]([O:31][C:9]1[C:5]2[C:6]([CH3:8])=[N:7][C:2]([Cl:1])=[CH:3][C:4]=2[N:11]([C:12]([C:13]2[CH:18]=[CH:17][CH:16]=[CH:15][CH:14]=2)([C:19]2[CH:20]=[CH:21][CH:22]=[CH:23][CH:24]=2)[C:25]2[CH:26]=[CH:27][CH:28]=[CH:29][CH:30]=2)[N:10]=1)[C:39]1[CH:44]=[CH:43][CH:42]=[CH:41][CH:40]=1. (10) Given the reactants Cl[C:2]1[CH:7]=[C:6]([C:8]2[CH:13]=[CH:12][CH:11]=[CH:10][CH:9]=2)[N:5]=[C:4]([NH:14][C:15](=[O:29])[CH2:16][CH2:17][C:18]([C:20]2[CH:21]=[CH:22][C:23]3[O:27][CH2:26][CH2:25][C:24]=3[CH:28]=2)=[O:19])[CH:3]=1.C1(C2C=CC=CC=2)C=CC=CC=1P(C1CCCCC1)C1CCCCC1.C(=O)([O-])[O-].[K+].[K+].[N:61]1[CH:66]=[CH:65][CH:64]=[C:63](B(O)O)[CH:62]=1, predict the reaction product. The product is: [O:27]1[C:23]2[CH:22]=[CH:21][C:20]([C:18](=[O:19])[CH2:17][CH2:16][C:15]([NH:14][C:4]3[CH:3]=[C:2]([C:63]4[CH:62]=[N:61][CH:66]=[CH:65][CH:64]=4)[CH:7]=[C:6]([C:8]4[CH:13]=[CH:12][CH:11]=[CH:10][CH:9]=4)[N:5]=3)=[O:29])=[CH:28][C:24]=2[CH2:25][CH2:26]1.